This data is from M1 muscarinic receptor antagonist screen with 61,756 compounds. The task is: Binary Classification. Given a drug SMILES string, predict its activity (active/inactive) in a high-throughput screening assay against a specified biological target. (1) The molecule is S(c1nc(nc2n(c(=O)n(c(=O)c12)C)C)CC)Cc1oc(cc1)C(OC)=O. The result is 1 (active). (2) The molecule is O=C1NC2(N(c3c(C2(C)C)cccc3)CC1)\C=C\c1occc1. The result is 0 (inactive). (3) The compound is S(=O)(=O)(N(c1ccc(C(C)C)cc1)CC(=O)Nc1cc2OCCOc2cc1)c1c(onc1C)C. The result is 0 (inactive). (4) The drug is OC(=O)c1cc(N)c(Nc2cc(cc(c2)C)C)cc1. The result is 0 (inactive). (5) The drug is Clc1ccc(c2c3n(nc2)c(NCCOCCO)cc(n3)C)cc1. The result is 0 (inactive). (6) The molecule is S(=O)(=O)(N(CC(=O)Nc1c(C(=O)N2CCOCC2)cccc1)c1cc2OCOc2cc1)C. The result is 0 (inactive). (7) The compound is Clc1cc(Cn2c(nc3n(c(=O)n(c(=O)c23)C)C)CN2CCN(CC2)C(=O)c2occc2)ccc1. The result is 0 (inactive). (8) The drug is s1c(C(=O)N2CCC(CC2)C(OCC)=O)cc2c1n(nc2c1cc(OC)c(OC)cc1)C. The result is 0 (inactive). (9) The molecule is S(=O)(=O)(CC(=O)Nc1cc(OC)c(OC)c(OC)c1)c1ccc(cc1)C. The result is 0 (inactive).